From a dataset of Forward reaction prediction with 1.9M reactions from USPTO patents (1976-2016). Predict the product of the given reaction. (1) Given the reactants [CH2:1]([O:8][C:9]1[CH:15]=[C:14]([O:16][C:17]2[CH:22]=[CH:21][C:20]([S:23]([CH3:26])(=[O:25])=[O:24])=[CH:19][CH:18]=2)[CH:13]=[CH:12][C:10]=1[NH2:11])[C:2]1[CH:7]=[CH:6][CH:5]=[CH:4][CH:3]=1.Cl.[N:28]([O-])=O.[Na+].[CH3:32][CH:33](C(=O)C)[C:34]([O:36][CH2:37][CH3:38])=[O:35].[OH-].[K+], predict the reaction product. The product is: [CH2:1]([O:8][C:9]1[CH:15]=[C:14]([O:16][C:17]2[CH:22]=[CH:21][C:20]([S:23]([CH3:26])(=[O:25])=[O:24])=[CH:19][CH:18]=2)[CH:13]=[CH:12][C:10]=1[NH:11][N:28]=[C:33]([CH3:32])[C:34]([O:36][CH2:37][CH3:38])=[O:35])[C:2]1[CH:3]=[CH:4][CH:5]=[CH:6][CH:7]=1. (2) Given the reactants [C:1]([C:9]1[C:10]([OH:21])=[CH:11][CH:12]=[C:13]2[C:18]=1[O:17][C:16](=[O:19])[CH:15]=[C:14]2[CH3:20])(=O)[C:2]1[CH:7]=[CH:6][CH:5]=[CH:4][CH:3]=1.Br[CH2:23][C:24]([C:26]1[CH:31]=[CH:30][CH:29]=[CH:28][CH:27]=1)=[O:25].C([O-])([O-])=O.[K+].[K+], predict the reaction product. The product is: [C:24]([C:23]1[O:21][C:10]2=[CH:11][CH:12]=[C:13]3[C:18]([O:17][C:16](=[O:19])[CH:15]=[C:14]3[CH3:20])=[C:9]2[C:1]=1[C:2]1[CH:7]=[CH:6][CH:5]=[CH:4][CH:3]=1)(=[O:25])[C:26]1[CH:31]=[CH:30][CH:29]=[CH:28][CH:27]=1. (3) Given the reactants [CH3:1][O:2][C:3]1[CH:4]=[C:5]([N:9](C(OC(C)(C)C)=O)[NH2:10])[CH:6]=[CH:7][CH:8]=1.C(O)(C(F)(F)F)=O, predict the reaction product. The product is: [CH3:1][O:2][C:3]1[CH:4]=[C:5]([NH:9][NH2:10])[CH:6]=[CH:7][CH:8]=1. (4) The product is: [C:16]([O:8][CH2:7][CH2:6][CH2:5][O:4][N+:1]([O-:3])=[O:2])(=[O:23])[C:17]1[CH:22]=[CH:21][CH:20]=[CH:19][CH:18]=1. Given the reactants [N+:1]([O:4][CH2:5][CH2:6][CH2:7][OH:8])([O-:3])=[O:2].C(N(CC)CC)C.[C:16](Cl)(=[O:23])[C:17]1[CH:22]=[CH:21][CH:20]=[CH:19][CH:18]=1, predict the reaction product. (5) Given the reactants Cl.Cl.[NH:3]1[CH2:8][CH2:7][CH2:6][C@@H:5]([NH:9][C:10]2[N:11]=[CH:12][C:13](/[CH:16]=[CH:17]/[C:18]([O:20][CH2:21][CH3:22])=[O:19])=[N:14][CH:15]=2)[CH2:4]1.C(N(CC)C(C)C)(C)C.[C:32]1([CH2:38][C:39](Cl)=[O:40])[CH:37]=[CH:36][CH:35]=[CH:34][CH:33]=1, predict the reaction product. The product is: [C:32]1([CH2:38][C:39]([N:3]2[CH2:8][CH2:7][CH2:6][C@@H:5]([NH:9][C:10]3[N:11]=[CH:12][C:13](/[CH:16]=[CH:17]/[C:18]([O:20][CH2:21][CH3:22])=[O:19])=[N:14][CH:15]=3)[CH2:4]2)=[O:40])[CH:37]=[CH:36][CH:35]=[CH:34][CH:33]=1. (6) Given the reactants [OH:1]O.[C:3]([Si:7]([CH3:51])([CH3:50])[O:8][C@H:9]1[C@H:13]2[O:14][CH2:15][C@@H:16]([O:17][C:18]3[N:41]([CH2:42][O:43][CH2:44][CH2:45][Si:46]([CH3:49])([CH3:48])[CH3:47])[C:21]4=[N:22][C:23]([C:27]5[CH:32]=[CH:31][C:30]([C@H:33]6[CH2:38][CH2:37][C@@H:36]([S:39][CH3:40])[CH2:35][CH2:34]6)=[CH:29][CH:28]=5)=[C:24]([Cl:26])[CH:25]=[C:20]4[N:19]=3)[C@H:12]2[O:11][CH2:10]1)([CH3:6])([CH3:5])[CH3:4], predict the reaction product. The product is: [C:3]([Si:7]([CH3:51])([CH3:50])[O:8][C@H:9]1[C@H:13]2[O:14][CH2:15][C@@H:16]([O:17][C:18]3[N:41]([CH2:42][O:43][CH2:44][CH2:45][Si:46]([CH3:47])([CH3:49])[CH3:48])[C:21]4=[N:22][C:23]([C:27]5[CH:28]=[CH:29][C:30]([C@H:33]6[CH2:38][CH2:37][C@@H:36]([S:39]([CH3:40])=[O:1])[CH2:35][CH2:34]6)=[CH:31][CH:32]=5)=[C:24]([Cl:26])[CH:25]=[C:20]4[N:19]=3)[C@H:12]2[O:11][CH2:10]1)([CH3:4])([CH3:6])[CH3:5]. (7) The product is: [CH:1]1([CH2:4][N:5]2[C:17]3[C:16]([C:18]([NH2:20])=[O:19])=[CH:15][C:14]([C:21]4[C:22]([CH3:27])=[N:23][O:24][C:25]=4[CH3:26])=[CH:13][C:12]=3[C:11]3[C:6]2=[CH:7][C:8]([CH:28]=[O:29])=[CH:9][CH:10]=3)[CH2:3][CH2:2]1. Given the reactants [CH:1]1([CH2:4][N:5]2[C:17]3[C:16]([C:18]([NH2:20])=[O:19])=[CH:15][C:14]([C:21]4[C:22]([CH3:27])=[N:23][O:24][C:25]=4[CH3:26])=[CH:13][C:12]=3[C:11]3[C:6]2=[CH:7][C:8]([CH2:28][OH:29])=[CH:9][CH:10]=3)[CH2:3][CH2:2]1.C1COCC1.CC(OI1(OC(C)=O)(OC(C)=O)OC(=O)C2C=CC=CC1=2)=O, predict the reaction product. (8) The product is: [S:18]1[C:19]2[CH:25]=[CH:24][CH:23]=[CH:22][C:20]=2[N:21]=[C:17]1[NH:16][C:15]1[NH:9][C:6]2[CH:7]=[CH:2][CH:3]=[CH:4][C:5]=2[N:10]=1. Given the reactants [2H][C:2]1[C:7]([2H])=[C:6]([NH2:9])[C:5]([NH2:10])=[C:4]([2H])[C:3]=1[2H].C[SH-][C:15]([SH-]C)=[N:16][C:17]1[S:18][C:19]2[CH:25]=[CH:24][CH:23]=[CH:22][C:20]=2[N:21]=1.O, predict the reaction product. (9) Given the reactants [CH:1]1([CH:6]([C:14]2[CH:19]=[CH:18][C:17]([CH2:20][N:21]3[C:29](=[O:30])[C:28]4[C:23](=[CH:24][CH:25]=[CH:26][CH:27]=4)[NH:22]3)=[CH:16][CH:15]=2)[C:7]([O:9]C(C)(C)C)=[O:8])[CH2:5][CH2:4][CH2:3][CH2:2]1.FC(F)(F)C(O)=O, predict the reaction product. The product is: [CH:1]1([CH:6]([C:14]2[CH:19]=[CH:18][C:17]([CH2:20][N:21]3[C:29](=[O:30])[C:28]4[C:23](=[CH:24][CH:25]=[CH:26][CH:27]=4)[NH:22]3)=[CH:16][CH:15]=2)[C:7]([OH:9])=[O:8])[CH2:2][CH2:3][CH2:4][CH2:5]1. (10) Given the reactants [Cl:1][C:2]1[CH:3]=[C:4](O)[CH:5]=[C:6]([Cl:8])[CH:7]=1.Br[CH:11]([CH2:23][O:24][CH3:25])[C:12]([NH:14][C:15]([CH3:22])([CH3:21])[C:16]#[C:17][CH2:18][O:19][CH3:20])=[O:13].C(=O)([O-])[O-].[K+].[K+].C(OCC)(=O)C, predict the reaction product. The product is: [Cl:1][C:2]1[CH:3]=[C:4]([CH:11]([CH2:23][O:24][CH3:25])[C:12]([NH:14][C:15]([CH3:22])([CH3:21])[C:16]#[C:17][CH2:18][O:19][CH3:20])=[O:13])[CH:5]=[C:6]([Cl:8])[CH:7]=1.